Dataset: Reaction yield outcomes from USPTO patents with 853,638 reactions. Task: Predict the reaction yield, written as a fraction of the theoretical maximum amount of product (1.0 means a 100% yield; for example, 0.34 means a 34% yield). (1) The reactants are Cl[C:2]1[C:7]([C:8]([F:11])([F:10])[F:9])=[CH:6][N:5]=[C:4]([NH:12][C:13]2[CH:18]=[CH:17][C:16]([P:19]([CH3:22])([CH3:21])=[O:20])=[CH:15][CH:14]=2)[N:3]=1.C(N(CC)CC)C.[NH2:30][CH2:31][CH2:32][C:33]1[C:41]2[C:36](=[CH:37][CH:38]=[CH:39][CH:40]=2)[NH:35][CH:34]=1. The product is [CH3:21][P:19]([C:16]1[CH:17]=[CH:18][C:13]([NH:12][C:4]2[N:3]=[C:2]([NH:30][CH2:31][CH2:32][C:33]3[C:41]4[C:36](=[CH:37][CH:38]=[CH:39][CH:40]=4)[NH:35][CH:34]=3)[C:7]([C:8]([F:11])([F:10])[F:9])=[CH:6][N:5]=2)=[CH:14][CH:15]=1)([CH3:22])=[O:20]. The yield is 0.810. The catalyst is C(O)C. (2) The product is [F:12][C:13]1[CH:14]=[C:15]([C:23]2[CH:28]=[CH:27][C:26]([N:29]3[C:38]4[C:33](=[CH:34][C:35]([S:39]([NH:7][C:2]5[CH:3]=[N:4][CH:5]=[CH:6][N:1]=5)(=[O:40])=[O:41])=[CH:36][CH:37]=4)[CH:32]=[CH:31][C:30]3=[O:54])=[C:25]([O:55][CH3:56])[CH:24]=2)[CH:16]=[C:17]([C:19]([F:20])([F:21])[F:22])[CH:18]=1. The reactants are [N:1]1[CH:6]=[CH:5][N:4]=[CH:3][C:2]=1[NH2:7].CS(C)=O.[F:12][C:13]1[CH:14]=[C:15]([C:23]2[CH:28]=[CH:27][C:26]([N:29]3[C:38]4[C:33](=[CH:34][C:35]([S:39](OC5C(F)=C(F)C(F)=C(F)C=5F)(=[O:41])=[O:40])=[CH:36][CH:37]=4)[CH:32]=[CH:31][C:30]3=[O:54])=[C:25]([O:55][CH3:56])[CH:24]=2)[CH:16]=[C:17]([C:19]([F:22])([F:21])[F:20])[CH:18]=1.C[Si]([N-][Si](C)(C)C)(C)C.[Li+]. The yield is 0.707. The catalyst is C(OCC)(=O)C.C1COCC1. (3) The reactants are [F:1][C:2]1[CH:7]=[CH:6][CH:5]=[C:4]([F:8])[C:3]=1[N:9]1[C:14]2[N:15]=[C:16]([NH:27][CH2:28][CH2:29][C:30]([NH:32][OH:33])=[NH:31])[N:17]=[C:18]([C:19]3[CH:24]=[CH:23][C:22]([F:25])=[CH:21][C:20]=3[CH3:26])[C:13]=2[CH:12]=[CH:11][C:10]1=[O:34].N1C=CC=CC=1.Cl[C:42](OCC(CC)CCCC)=[O:43]. The catalyst is O. The product is [F:1][C:2]1[CH:7]=[CH:6][CH:5]=[C:4]([F:8])[C:3]=1[N:9]1[C:14]2[N:15]=[C:16]([NH:27][CH2:28][CH2:29][C:30]3[NH:31][C:42](=[O:43])[O:33][N:32]=3)[N:17]=[C:18]([C:19]3[CH:24]=[CH:23][C:22]([F:25])=[CH:21][C:20]=3[CH3:26])[C:13]=2[CH:12]=[CH:11][C:10]1=[O:34]. The yield is 0.280. (4) The reactants are O[C:2]1[CH:11]=[CH:10][C:9]2[C:4](=C[C:6]([OH:12])=[CH:7][CH:8]=2)[CH:3]=1.CS(O)(=O)=[O:15]. The catalyst is C(OCC)C. The product is [O:15]1[C:4]2[C:9](=[CH:10][CH:11]=[CH:2][CH:3]=2)[CH:8]=[CH:7][C:6]1=[O:12]. The yield is 0.0500.